The task is: Predict the reactants needed to synthesize the given product.. This data is from Full USPTO retrosynthesis dataset with 1.9M reactions from patents (1976-2016). (1) Given the product [NH2:1][C:2]1[N:3]=[CH:4][C:5]2[CH2:11][N:10]([C:12]3[CH:13]=[C:14]([CH:18]=[CH:19][CH:20]=3)[C:15]([NH:28][C:27]3[CH:29]=[CH:30][C:24]([CH2:21][CH2:22][CH3:23])=[CH:25][CH:26]=3)=[O:16])[CH2:9][CH2:8][C:6]=2[N:7]=1, predict the reactants needed to synthesize it. The reactants are: [NH2:1][C:2]1[N:3]=[CH:4][C:5]2[CH2:11][N:10]([C:12]3[CH:13]=[C:14]([CH:18]=[CH:19][CH:20]=3)[C:15](O)=[O:16])[CH2:9][CH2:8][C:6]=2[N:7]=1.[CH2:21]([C:24]1[CH:30]=[CH:29][C:27]([NH2:28])=[CH:26][CH:25]=1)[CH2:22][CH3:23].C(N(CC)C(C)C)(C)C.CCOC(C(C#N)=NOC(N1CCOCC1)=[N+](C)C)=O.F[P-](F)(F)(F)(F)F. (2) The reactants are: Br[C:2]1[C:11]2[O:10][CH2:9][CH:8]([C:12]3[CH:17]=[CH:16][CH:15]=[CH:14][N:13]=3)[N:7]3[C:18](=[O:20])[NH:19][C:5]([C:6]=23)=[CH:4][CH:3]=1.[CH3:21][N:22]1[C:26](B2OC(C)(C)C(C)(C)O2)=[C:25]([CH3:36])[CH:24]=[N:23]1.P([O-])([O-])([O-])=O.[K+].[K+].[K+]. Given the product [CH3:21][N:22]1[C:26]([C:2]2[C:11]3[O:10][CH2:9][CH:8]([C:12]4[CH:17]=[CH:16][CH:15]=[CH:14][N:13]=4)[N:7]4[C:18](=[O:20])[NH:19][C:5]([C:6]=34)=[CH:4][CH:3]=2)=[C:25]([CH3:36])[CH:24]=[N:23]1, predict the reactants needed to synthesize it. (3) Given the product [F:9][C:6]([F:7])([F:8])[C@:5]([OH:16])([C:10]1[S:14][C:13]([SH:15])=[N:12][CH:11]=1)[CH2:4][C:3]([OH:17])=[O:2], predict the reactants needed to synthesize it. The reactants are: C[O:2][C:3](=[O:17])[CH2:4][C@@:5]([OH:16])([C:10]1[S:14][C:13]([SH:15])=[N:12][CH:11]=1)[C:6]([F:9])([F:8])[F:7].[OH-].[K+]. (4) Given the product [CH2:10]([O:11][CH2:19][CH2:12][CH2:13][CH2:14][S:15]([O-:18])(=[O:17])=[O:16])[CH2:9][C:3]1[CH:8]=[CH:7][CH:6]=[CH:5][CH:4]=1.[Na+:2], predict the reactants needed to synthesize it. The reactants are: [H-].[Na+:2].[C:3]1([CH2:9][CH2:10][OH:11])[CH:8]=[CH:7][CH:6]=[CH:5][CH:4]=1.[CH2:12]1[CH2:19][O:18][S:15](=[O:17])(=[O:16])[CH2:14][CH2:13]1. (5) Given the product [CH3:1][C:2]1[CH:9]=[CH:8][C:7]([C:10]2[CH:15]=[CH:14][CH:13]=[CH:12][CH:11]=2)=[CH:6][C:3]=1[CH2:4][N:20]=[C:21]=[O:22], predict the reactants needed to synthesize it. The reactants are: [CH3:1][C:2]1[CH:9]=[CH:8][C:7]([C:10]2[CH:15]=[CH:14][CH:13]=[CH:12][CH:11]=2)=[CH:6][C:3]=1[CH2:4]Br.[C-]#N.[Na+].C[N:20](C)[CH:21]=[O:22]. (6) Given the product [CH:29]1([N:36]([C:26]2[CH:25]=[CH:22][C:21]([O:49][CH3:46])=[C:20]([F:19])[CH:27]=2)[C:2]2[N:4]=[C:5]([N:44]([CH3:45])[CH:41]3[CH2:42][CH2:43][N:38]([CH3:37])[CH2:39][CH2:40]3)[N:7]=[C:8]([NH2:13])[N:1]=2)[CH2:35][CH2:34][CH2:33][CH2:32][CH2:31][CH2:30]1, predict the reactants needed to synthesize it. The reactants are: [N:1]1[C:8](Cl)=[N:7][C:5](Cl)=[N:4][C:2]=1Cl.C([N:13](CC)C(C)C)(C)C.[F:19][C:20]1[CH:21]=[C:22]([CH:25]=[CH:26][C:27]=1N)OC.[CH:29]1([NH2:36])[CH2:35][CH2:34][CH2:33][CH2:32][CH2:31][CH2:30]1.[CH3:37][N:38]1[CH2:43][CH2:42][CH:41]([NH:44][CH3:45])[CH2:40][CH2:39]1.[C:46](=[O:49])(O)[O-].[Na+]. (7) Given the product [CH:30]1([C:26]2[N:25]=[C:24]([CH2:23][N:18]3[C:19]4[C:15](=[C:14]([NH:13][C:11]([C:8]5[N:5]6[CH:6]=[CH:7][C:2]([O:44][CH2:43][CH2:42][N:37]7[CH2:38][CH2:39][N:40]([CH3:41])[C@@H:35]([CH3:34])[CH2:36]7)=[CH:3][C:4]6=[N:10][CH:9]=5)=[O:12])[CH:22]=[CH:21][CH:20]=4)[C:16]([CH3:33])=[N:17]3)[CH:29]=[CH:28][CH:27]=2)[CH2:32][CH2:46][CH2:31]1, predict the reactants needed to synthesize it. The reactants are: F[C:2]1[CH:7]=[CH:6][N:5]2[C:8]([C:11]([NH:13][C:14]3[CH:22]=[CH:21][CH:20]=[C:19]4[C:15]=3[C:16]([CH3:33])=[N:17][N:18]4[CH2:23][C:24]3[CH:29]=[CH:28][CH:27]=[C:26]([CH:30]([CH3:32])[CH3:31])[N:25]=3)=[O:12])=[CH:9][N:10]=[C:4]2[CH:3]=1.[CH3:34][C@@H:35]1[N:40]([CH3:41])[CH2:39][CH2:38][N:37]([CH2:42][CH2:43][OH:44])[CH2:36]1.O1CCN(CCO)C[CH2:46]1. (8) Given the product [C:27]([NH:1][C:2]1[C:3]([NH:15][C:16]2[CH:17]=[C:18]([CH:23]=[CH:24][C:25]=2[CH3:26])[C:19]([NH:21][CH3:22])=[O:20])=[N:4][CH:5]=[N:6][C:7]=1[N:8]([CH2:10][C:11]([CH3:14])([CH3:13])[CH3:12])[CH3:9])(=[O:29])[CH3:28], predict the reactants needed to synthesize it. The reactants are: [NH2:1][C:2]1[C:3]([NH:15][C:16]2[CH:17]=[C:18]([CH:23]=[CH:24][C:25]=2[CH3:26])[C:19]([NH:21][CH3:22])=[O:20])=[N:4][CH:5]=[N:6][C:7]=1[N:8]([CH2:10][C:11]([CH3:14])([CH3:13])[CH3:12])[CH3:9].[C:27](Cl)(=[O:29])[CH3:28].C(N(CC)CC)C.